Dataset: Reaction yield outcomes from USPTO patents with 853,638 reactions. Task: Predict the reaction yield, written as a fraction of the theoretical maximum amount of product (1.0 means a 100% yield; for example, 0.34 means a 34% yield). The reactants are CCCC[N+](CCCC)(CCCC)CCCC.[F-].[F:19][C:20]1[C:25]([F:26])=[CH:24][CH:23]=[CH:22][C:21]=1[C@@H:27]1[CH2:38][CH2:37][C@@H:36]([O:39][Si](C(C)C)(C(C)C)C(C)C)[C:30]2=[N+:31]([O-:35])[CH:32]=[CH:33][CH:34]=[C:29]2[CH2:28]1. The catalyst is C1COCC1. The product is [F:19][C:20]1[C:25]([F:26])=[CH:24][CH:23]=[CH:22][C:21]=1[C@@H:27]1[CH2:38][CH2:37][C@@H:36]([OH:39])[C:30]2=[N+:31]([O-:35])[CH:32]=[CH:33][CH:34]=[C:29]2[CH2:28]1. The yield is 0.750.